From a dataset of Forward reaction prediction with 1.9M reactions from USPTO patents (1976-2016). Predict the product of the given reaction. (1) Given the reactants Br[C:2]1[CH:7]=[CH:6][C:5]([C:8]([N:10]2[CH2:15][CH2:14][N:13]([C:16]3[C:21]([CH:22]4[CH2:24][CH2:23]4)=[CH:20][C:19]([CH:25]4[CH2:27][CH2:26]4)=[CH:18][N:17]=3)[CH2:12][CH2:11]2)=[O:9])=[C:4]([S:28]([CH3:31])(=[O:30])=[O:29])[CH:3]=1.[CH3:32][C:33]1([CH3:39])[CH2:37][O:36][C:35](=[O:38])[NH:34]1, predict the reaction product. The product is: [CH:22]1([C:21]2[C:16]([N:13]3[CH2:14][CH2:15][N:10]([C:8]([C:5]4[CH:6]=[CH:7][C:2]([N:34]5[C:33]([CH3:39])([CH3:32])[CH2:37][O:36][C:35]5=[O:38])=[CH:3][C:4]=4[S:28]([CH3:31])(=[O:30])=[O:29])=[O:9])[CH2:11][CH2:12]3)=[N:17][CH:18]=[C:19]([CH:25]3[CH2:27][CH2:26]3)[CH:20]=2)[CH2:24][CH2:23]1. (2) Given the reactants [N:1]([C@@H:4]([C@@H:31]([C:38]1[CH:43]=[CH:42][C:41]([Cl:44])=[CH:40][CH:39]=1)[CH:32]1[CH2:37][CH2:36][O:35][CH2:34][CH2:33]1)[C:5]([NH:7][C:8]1[CH:9]=[N:10][CH:11]=[C:12]([F:30])[C:13]=1[CH2:14][CH2:15][C@H:16]1[CH2:20][O:19]C(C)(C)[N:17]1C(OC(C)(C)C)=O)=[O:6])=[N+:2]=[N-:3].FC(F)(F)C(O)=O.O, predict the reaction product. The product is: [NH2:17][C@H:16]([CH2:20][OH:19])[CH2:15][CH2:14][C:13]1[C:12]([F:30])=[CH:11][N:10]=[CH:9][C:8]=1[NH:7][C:5](=[O:6])[C@@H:4]([N:1]=[N+:2]=[N-:3])[C@@H:31]([C:38]1[CH:39]=[CH:40][C:41]([Cl:44])=[CH:42][CH:43]=1)[CH:32]1[CH2:33][CH2:34][O:35][CH2:36][CH2:37]1. (3) The product is: [Cl:1][C:2]1[CH:21]=[CH:20][C:19]([C:22]2[C:27]([NH:31][C:30]#[N:29])=[N:26][CH:25]=[CH:24][N:23]=2)=[CH:18][C:3]=1[C:4]([NH:6][CH2:7][C:8]12[CH2:15][CH:14]3[CH2:13][CH:12]([CH2:11][CH:10]([CH2:16]3)[CH2:9]1)[CH2:17]2)=[O:5]. Given the reactants [Cl:1][C:2]1[CH:21]=[CH:20][C:19]([C:22]2[C:27](Cl)=[N:26][CH:25]=[CH:24][N:23]=2)=[CH:18][C:3]=1[C:4]([NH:6][CH2:7][C:8]12[CH2:17][CH:12]3[CH2:13][CH:14]([CH2:16][CH:10]([CH2:11]3)[CH2:9]1)[CH2:15]2)=[O:5].[N:29]#[C:30][NH2:31].[Na], predict the reaction product.